This data is from Forward reaction prediction with 1.9M reactions from USPTO patents (1976-2016). The task is: Predict the product of the given reaction. Given the reactants [F:1][C:2]1[CH:3]=[C:4]([C:8]2[C:13](=[O:14])[N:12]3[C:15]([CH3:19])=[CH:16][CH:17]=[CH:18][C:11]3=[N:10][C:9]=2[CH2:20]O)[CH:5]=[CH:6][CH:7]=1.C1(P(C2C=CC=CC=2)C2C=CC=CC=2)C=CC=CC=1.[C:41]1(=[O:51])[NH:45][C:44](=[O:46])[C:43]2=[CH:47][CH:48]=[CH:49][CH:50]=[C:42]12.N(C(OC(C)C)=O)=NC(OC(C)C)=O, predict the reaction product. The product is: [F:1][C:2]1[CH:3]=[C:4]([C:8]2[C:13](=[O:14])[N:12]3[C:15]([CH3:19])=[CH:16][CH:17]=[CH:18][C:11]3=[N:10][C:9]=2[CH2:20][N:45]2[C:41](=[O:51])[C:42]3[C:43](=[CH:47][CH:48]=[CH:49][CH:50]=3)[C:44]2=[O:46])[CH:5]=[CH:6][CH:7]=1.